Dataset: Forward reaction prediction with 1.9M reactions from USPTO patents (1976-2016). Task: Predict the product of the given reaction. (1) Given the reactants [Cl:1][C:2]1[CH:7]=[CH:6][C:5]([C:8]2([C:12]([N:14]3[CH2:19][CH2:18][CH2:17][CH:16]([CH2:20]OS(C)(=O)=O)[CH2:15]3)=[O:13])[CH2:11][CH2:10][CH2:9]2)=[CH:4][CH:3]=1.[F:26][C:27]1[CH:32]=[CH:31][CH:30]=[CH:29][C:28]=1[N:33]1[CH2:38][CH2:37][NH:36][CH2:35][CH2:34]1.C(=O)([O-])[O-].[Cs+].[Cs+], predict the reaction product. The product is: [Cl:1][C:2]1[CH:7]=[CH:6][C:5]([C:8]2([C:12]([N:14]3[CH2:19][CH2:18][CH2:17][CH:16]([CH2:20][N:36]4[CH2:35][CH2:34][N:33]([C:28]5[CH:29]=[CH:30][CH:31]=[CH:32][C:27]=5[F:26])[CH2:38][CH2:37]4)[CH2:15]3)=[O:13])[CH2:11][CH2:10][CH2:9]2)=[CH:4][CH:3]=1. (2) Given the reactants [NH2:1][C:2]1[C:3]2[N:4]([C:14]([CH3:18])=[C:15]([CH3:17])[N:16]=2)[CH:5]=[C:6]([C:8]([O:10][CH:11]([CH3:13])[CH3:12])=[O:9])[CH:7]=1.[I-].[Na+].C(=O)([O-])[O-].[K+].[K+].Cl[CH:28]1[C:37]2[C:32](=[CH:33][CH:34]=[CH:35][CH:36]=2)[O:31][CH2:30][CH2:29]1, predict the reaction product. The product is: [O:31]1[C:32]2[C:37](=[CH:36][CH:35]=[CH:34][CH:33]=2)[CH:28]([NH:1][C:2]2[C:3]3[N:4]([C:14]([CH3:18])=[C:15]([CH3:17])[N:16]=3)[CH:5]=[C:6]([C:8]([O:10][CH:11]([CH3:13])[CH3:12])=[O:9])[CH:7]=2)[CH2:29][CH2:30]1.